From a dataset of Peptide-MHC class I binding affinity with 185,985 pairs from IEDB/IMGT. Regression. Given a peptide amino acid sequence and an MHC pseudo amino acid sequence, predict their binding affinity value. This is MHC class I binding data. The peptide sequence is ISRLFATS. The binding affinity (normalized) is 0.633. The MHC is H-2-Kb with pseudo-sequence H-2-Kb.